This data is from Forward reaction prediction with 1.9M reactions from USPTO patents (1976-2016). The task is: Predict the product of the given reaction. (1) Given the reactants [Cl:1][C:2]1[CH:3]=[C:4]([NH:9][C:10]2[C:19]3[C:14](=[CH:15][N:16]=[C:17](F)[CH:18]=3)[N:13]=[CH:12][C:11]=2[C:21]#[N:22])[CH:5]=[CH:6][C:7]=1[F:8].[O:23]1[CH2:28][CH2:27][N:26]([CH2:29][CH2:30][CH2:31][NH2:32])[CH2:25][CH2:24]1, predict the reaction product. The product is: [Cl:1][C:2]1[CH:3]=[C:4]([NH:9][C:10]2[C:19]3[C:14](=[CH:15][N:16]=[C:17]([NH:32][CH2:31][CH2:30][CH2:29][N:26]4[CH2:27][CH2:28][O:23][CH2:24][CH2:25]4)[CH:18]=3)[N:13]=[CH:12][C:11]=2[C:21]#[N:22])[CH:5]=[CH:6][C:7]=1[F:8]. (2) Given the reactants CO.C([O:5][C:6]([C:8]1[S:12][CH:11]=[N:10][C:9]=1[N:13]1[C:17](=[O:18])[NH:16][C:15]([CH:19]([C:36]2[C:37]([F:48])=[C:38]3[C:43](=[C:44]([O:46][CH3:47])[CH:45]=2)[O:42][CH2:41][CH2:40][CH2:39]3)[NH:20][C:21]2[CH:26]=[CH:25][C:24]([C:27]3[N:31]=[C:30]([C:32]([F:35])([F:34])[F:33])[O:29][N:28]=3)=[CH:23][CH:22]=2)=[N:14]1)=[O:7])C.[OH-].[Na+].C(O)(=[O:53])C, predict the reaction product. The product is: [F:33][C:32]([F:35])([F:34])[C:30]([OH:53])=[O:29].[C:27]([C:24]1[CH:25]=[CH:26][C:21]([NH:20][CH:19]([C:36]2[C:37]([F:48])=[C:38]3[C:43](=[C:44]([O:46][CH3:47])[CH:45]=2)[O:42][CH2:41][CH2:40][CH2:39]3)[C:15]2[NH:16][C:17](=[O:18])[N:13]([C:9]3[N:10]=[CH:11][S:12][C:8]=3[C:6]([OH:7])=[O:5])[N:14]=2)=[CH:22][CH:23]=1)(=[NH:28])[NH2:31]. (3) The product is: [CH3:1][C:2]1[N:12]=[C:11]2[N:6]([CH2:7][CH2:8][CH2:9][CH:10]2[OH:13])[C:4](=[O:5])[C:3]=1[CH2:14][CH2:15][N:16]1[CH2:21][CH2:20][CH:19]([C:22]2[C:23]3[CH:24]=[CH:25][C:26]([F:31])=[CH:27][C:28]=3[O:29][N:30]=2)[CH2:18][CH2:17]1.[C:32]([O-:39])(=[O:38])/[CH:33]=[CH:34]/[C:35]([O-:37])=[O:36]. Given the reactants [CH3:1][C:2]1[N:12]=[C:11]2[N:6]([CH2:7][CH2:8][CH2:9][CH:10]2[OH:13])[C:4](=[O:5])[C:3]=1[CH2:14][CH2:15][N:16]1[CH2:21][CH2:20][CH:19]([C:22]2[C:23]3[CH:24]=[CH:25][C:26]([F:31])=[CH:27][C:28]=3[O:29][N:30]=2)[CH2:18][CH2:17]1.[C:32]([OH:39])(=[O:38])/[CH:33]=[CH:34]/[C:35]([OH:37])=[O:36], predict the reaction product. (4) The product is: [F:4][C:2]([C:5]1[O:9][C:8]([CH2:10][N:11]2[CH:15]=[C:14]([NH:16][C:23]([C:21]3[N:22]=[C:18]([CH3:17])[O:19][C:20]=3[C:26]3[CH:27]=[CH:28][CH:29]=[CH:30][CH:31]=3)=[O:24])[CH:13]=[N:12]2)=[CH:7][CH:6]=1)([F:1])[CH3:3]. Given the reactants [F:1][C:2]([C:5]1[O:9][C:8]([CH2:10][N:11]2[CH:15]=[C:14]([NH2:16])[CH:13]=[N:12]2)=[CH:7][CH:6]=1)([F:4])[CH3:3].[CH3:17][C:18]1[O:19][C:20]([C:26]2[CH:31]=[CH:30][CH:29]=[CH:28][CH:27]=2)=[C:21]([C:23](O)=[O:24])[N:22]=1, predict the reaction product. (5) Given the reactants [CH3:1][N:2]1[C:6]([NH:7][C:8]2[N:9]=[CH:10][C:11]3[C:16]([CH:17]=2)=[CH:15][C:14]([C:18]([O:20]C)=[O:19])=[CH:13][CH:12]=3)=[CH:5][C:4]([CH3:22])=[N:3]1.[Li+].[OH-].Cl, predict the reaction product. The product is: [CH3:1][N:2]1[C:6]([NH:7][C:8]2[N:9]=[CH:10][C:11]3[C:16]([CH:17]=2)=[CH:15][C:14]([C:18]([OH:20])=[O:19])=[CH:13][CH:12]=3)=[CH:5][C:4]([CH3:22])=[N:3]1.